This data is from Reaction yield outcomes from USPTO patents with 853,638 reactions. The task is: Predict the reaction yield, written as a fraction of the theoretical maximum amount of product (1.0 means a 100% yield; for example, 0.34 means a 34% yield). (1) The reactants are [O:1]=[C:2]1[C:5]2([CH2:9][CH2:8][CH2:7][N:6]2[C:10]([O:12][CH2:13][C:14]2[CH:19]=[CH:18][CH:17]=[CH:16][CH:15]=2)=[O:11])[CH2:4][NH:3]1.C([O-])([O-])=O.[Cs+].[Cs+].Br[CH2:27][C:28]([O:30][CH2:31][CH3:32])=[O:29]. The catalyst is C(#N)C. The product is [CH2:31]([O:30][C:28](=[O:29])[CH2:27][N:3]1[CH2:4][C:5]2([CH2:9][CH2:8][CH2:7][N:6]2[C:10]([O:12][CH2:13][C:14]2[CH:19]=[CH:18][CH:17]=[CH:16][CH:15]=2)=[O:11])[C:2]1=[O:1])[CH3:32]. The yield is 0.786. (2) The reactants are F[C:2]1[CH:11]=[C:10]2[C:5]([C:6](=[O:12])[NH:7][CH:8]=[N:9]2)=[C:4]([O:13][CH:14]([CH3:16])[CH3:15])[CH:3]=1.[CH3:17][O:18][CH2:19][CH2:20][OH:21]. No catalyst specified. The product is [CH:14]([O:13][C:4]1[CH:3]=[C:2]([O:21][CH2:20][CH2:19][O:18][CH3:17])[CH:11]=[C:10]2[C:5]=1[C:6](=[O:12])[NH:7][CH:8]=[N:9]2)([CH3:16])[CH3:15]. The yield is 0.280. (3) The reactants are [C:1]([C:3]1[CH:8]=[CH:7][CH:6]=[CH:5][C:4]=1[C:9]1[CH:14]=[CH:13][C:12]([CH2:15][C:16]2[C:17](=[O:42])[N:18]([C:28]3[CH:41]=[CH:40][C:31]([O:32][C:33]([CH3:39])([CH3:38])[C:34](OC)=[O:35])=[CH:30][CH:29]=3)[C:19]3[N:20]([N:25]=[CH:26][N:27]=3)[C:21]=2[CH2:22][CH2:23][CH3:24])=[CH:11][CH:10]=1)#[N:2].[BH4-].[Li+].C(OCC)(=O)C.[Cl-].[NH4+]. The catalyst is O1CCCC1. The product is [OH:35][CH2:34][C:33]([CH3:38])([CH3:39])[O:32][C:31]1[CH:40]=[CH:41][C:28]([N:18]2[C:17](=[O:42])[C:16]([CH2:15][C:12]3[CH:13]=[CH:14][C:9]([C:4]4[C:3]([C:1]#[N:2])=[CH:8][CH:7]=[CH:6][CH:5]=4)=[CH:10][CH:11]=3)=[C:21]([CH2:22][CH2:23][CH3:24])[N:20]3[N:25]=[CH:26][N:27]=[C:19]23)=[CH:29][CH:30]=1. The yield is 0.510.